This data is from Reaction yield outcomes from USPTO patents with 853,638 reactions. The task is: Predict the reaction yield, written as a fraction of the theoretical maximum amount of product (1.0 means a 100% yield; for example, 0.34 means a 34% yield). The reactants are [CH3:1][C:2]1[CH:7]=[C:6]([CH3:8])[N:5]=[C:4]([N:9]2[CH2:13][CH:12]3[CH2:14][N:15]([CH:17]=[O:18])[CH2:16][CH:11]3[CH2:10]2)[N:3]=1.[NH:19]1[CH:23]=[CH:22][N:21]=[N:20]1.O1[CH2:29][CH2:28]OCC1. The catalyst is O.[Cu]I. The product is [N:19]1[N:20]([C:29]2[C:28]([C:17]([N:15]3[CH2:14][CH:12]4[CH:11]([CH2:10][N:9]([C:4]5[N:3]=[C:2]([CH3:1])[CH:7]=[C:6]([CH3:8])[N:5]=5)[CH2:13]4)[CH2:16]3)=[O:18])=[CH:6][CH:7]=[CH:2][N:3]=2)[N:21]=[CH:22][CH:23]=1. The yield is 0.0600.